Dataset: Forward reaction prediction with 1.9M reactions from USPTO patents (1976-2016). Task: Predict the product of the given reaction. (1) Given the reactants Cl.CO[C:4](=[O:17])[C@H:5]([CH2:7][C:8]1[C:16]2[C:11](=[CH:12][CH:13]=[CH:14][CH:15]=2)[NH:10][CH:9]=1)[NH2:6].C(N(CC)CC)C.[N:25]([CH2:28][CH2:29][N:30]1[CH2:35][CH2:34][O:33][CH2:32][CH2:31]1)=[C:26]=[S:27], predict the reaction product. The product is: [NH:10]1[C:11]2[C:16](=[CH:15][CH:14]=[CH:13][CH:12]=2)[C:8]([CH2:7][CH:5]2[NH:6][C:26](=[S:27])[N:25]([CH2:28][CH2:29][N:30]3[CH2:31][CH2:32][O:33][CH2:34][CH2:35]3)[C:4]2=[O:17])=[CH:9]1. (2) Given the reactants [NH2:1][C:2]1[C:6]2=[N:7][CH:8]=[C:9]([CH2:11][CH2:12][CH3:13])[CH:10]=[C:5]2[O:4][C:3]=1[C:14]([O:16][CH2:17][CH3:18])=[O:15].[CH3:19][C:20]([O:23][C:24](O[C:24]([O:23][C:20]([CH3:22])([CH3:21])[CH3:19])=[O:25])=[O:25])([CH3:22])[CH3:21], predict the reaction product. The product is: [C:20]([O:23][C:24]([NH:1][C:2]1[C:6]2=[N:7][CH:8]=[C:9]([CH2:11][CH2:12][CH3:13])[CH:10]=[C:5]2[O:4][C:3]=1[C:14]([O:16][CH2:17][CH3:18])=[O:15])=[O:25])([CH3:22])([CH3:21])[CH3:19].